Dataset: Catalyst prediction with 721,799 reactions and 888 catalyst types from USPTO. Task: Predict which catalyst facilitates the given reaction. (1) The catalyst class is: 2. Reactant: [P:1]([O:13][CH2:14][O:15][C:16]1[CH:21]=[CH:20][C:19]([C:22]2[C:31](=[O:32])[C:30]3[C:25](=[CH:26][C:27]([O:33][CH2:34][C:35]4[N:36]=[C:37]([C:40]5[CH:45]=[C:44]([F:46])[CH:43]=[C:42]([C:47]([F:50])([F:49])[F:48])[CH:41]=5)[O:38][CH:39]=4)=[CH:28][CH:29]=3)[O:24][CH:23]=2)=[CH:18][CH:17]=1)([O:8]C(C)(C)C)([O:3]C(C)(C)C)=[O:2].FC(F)(F)C(O)=O. Product: [P:1]([OH:3])([OH:8])([O:13][CH2:14][O:15][C:16]1[CH:21]=[CH:20][C:19]([C:22]2[C:31](=[O:32])[C:30]3[C:25](=[CH:26][C:27]([O:33][CH2:34][C:35]4[N:36]=[C:37]([C:40]5[CH:45]=[C:44]([F:46])[CH:43]=[C:42]([C:47]([F:50])([F:49])[F:48])[CH:41]=5)[O:38][CH:39]=4)=[CH:28][CH:29]=3)[O:24][CH:23]=2)=[CH:18][CH:17]=1)=[O:2]. (2) The catalyst class is: 12. Product: [ClH:38].[CH:27]1[C:26]2[CH:25]([CH2:24][O:23][C:21](=[O:22])[NH:20][C@H:10]3[C@H:11]([C:13]4[CH:18]=[CH:17][CH:16]=[CH:15][C:14]=4[F:19])[CH2:12][NH:8][CH2:9]3)[C:37]3[C:32](=[CH:33][CH:34]=[CH:35][CH:36]=3)[C:31]=2[CH:30]=[CH:29][CH:28]=1. Reactant: C(OC([N:8]1[CH2:12][C@@H:11]([C:13]2[CH:18]=[CH:17][CH:16]=[CH:15][C:14]=2[F:19])[C@H:10]([NH:20][C:21]([O:23][CH2:24][CH:25]2[C:37]3[CH:36]=[CH:35][CH:34]=[CH:33][C:32]=3[C:31]3[C:26]2=[CH:27][CH:28]=[CH:29][CH:30]=3)=[O:22])[CH2:9]1)=O)(C)(C)C.[ClH:38].CCOCC. (3) Reactant: [C:1]([O:6]C(=O)C(C)=C)(=[O:5])[C:2]([CH3:4])=[CH2:3].Cl.[O:13]=[CH:14][CH2:15][O:16][C:17]1[CH:22]=[CH:21][C:20]([C:23]2[CH:28]=[CH:27][C:26]([O:29][C:30](=[O:34])[C:31]([CH3:33])=[CH2:32])=[CH:25][CH:24]=2)=[CH:19][CH:18]=1. Product: [CH3:4][C:2](=[CH2:3])[C:1]([O:13][CH:14]([O:6][C:1](=[O:5])[C:2]([CH3:4])=[CH2:3])[CH2:15][O:16][C:17]1[CH:18]=[CH:19][C:20]([C:23]2[CH:28]=[CH:27][C:26]([O:29][C:30](=[O:34])[C:31]([CH3:33])=[CH2:32])=[CH:25][CH:24]=2)=[CH:21][CH:22]=1)=[O:5]. The catalyst class is: 4. (4) Reactant: [Cl:1][C:2]1[N:10]=[C:9]2[C:5]([NH:6][CH:7]=[N:8]2)=[C:4]([NH:11][C@@H:12]([C:15]2[CH:20]=[CH:19][CH:18]=[CH:17][CH:16]=2)[CH2:13][OH:14])[N:3]=1.C(=O)([O-])[O-].[K+].[K+].[CH:27](Br)([CH3:29])[CH3:28]. Product: [Cl:1][C:2]1[N:10]=[C:9]2[C:5]([N:6]=[CH:7][N:8]2[CH:27]([CH3:29])[CH3:28])=[C:4]([NH:11][C@@H:12]([C:15]2[CH:20]=[CH:19][CH:18]=[CH:17][CH:16]=2)[CH2:13][OH:14])[N:3]=1. The catalyst class is: 3. (5) Reactant: [Br:1][C:2]1[CH:3]=[CH:4][C:5]([N+:9]([O-:11])=[O:10])=[C:6]([OH:8])[CH:7]=1.[CH2:12](Br)[C:13]1[CH:18]=[CH:17][CH:16]=[CH:15][CH:14]=1.C(=O)([O-])[O-].[K+].[K+]. Product: [CH2:12]([O:8][C:6]1[CH:7]=[C:2]([Br:1])[CH:3]=[CH:4][C:5]=1[N+:9]([O-:11])=[O:10])[C:13]1[CH:18]=[CH:17][CH:16]=[CH:15][CH:14]=1. The catalyst class is: 21. (6) Reactant: CS([O:5][CH2:6][CH:7]1[CH2:12][CH2:11][N:10]([C:13]([O:15][C:16]([CH3:19])([CH3:18])[CH3:17])=[O:14])[CH2:9][CH2:8]1)(=O)=O.[Br:20][C:21]1[CH:26]=[CH:25][C:24](O)=[CH:23][C:22]=1[F:28].C([O-])([O-])=O.[K+].[K+].[NH4+].[Cl-]. Product: [Br:20][C:21]1[CH:26]=[CH:25][C:24]([O:5][CH2:6][CH:7]2[CH2:12][CH2:11][N:10]([C:13]([O:15][C:16]([CH3:19])([CH3:18])[CH3:17])=[O:14])[CH2:9][CH2:8]2)=[CH:23][C:22]=1[F:28]. The catalyst class is: 3. (7) Reactant: [C:1]([N:4]1[C:8]2=[N:9][C:10]3[N:11]([CH3:27])[C:12](=[O:26])[N:13]([CH2:17][CH2:18][CH2:19][CH2:20][C@H:21]([N:23]=[N+]=[N-])[CH3:22])[C:14](=[O:16])[C:15]=3[N:7]2[CH2:6][CH2:5]1)(=[O:3])[CH3:2].C(O)C.[H][H]. Product: [C:1]([N:4]1[C:8]2=[N:9][C:10]3[N:11]([CH3:27])[C:12](=[O:26])[N:13]([CH2:17][CH2:18][CH2:19][CH2:20][C@H:21]([NH2:23])[CH3:22])[C:14](=[O:16])[C:15]=3[N:7]2[CH2:6][CH2:5]1)(=[O:3])[CH3:2]. The catalyst class is: 43. (8) Reactant: [Cl:1][C:2]1[CH:7]=[C:6]([CH3:8])[CH:5]=[CH:4][C:3]=1[CH2:9][OH:10].CCN(CC)CC.[C:18](OCl)([CH3:20])=[O:19]. The catalyst class is: 46. Product: [C:18]([O:10][CH2:9][C:3]1[CH:4]=[CH:5][C:6]([CH3:8])=[CH:7][C:2]=1[Cl:1])(=[O:19])[CH3:20]. (9) Product: [NH2:17][C@H:3]([CH2:2][OH:1])[C:4]([N:5]([CH3:15])[CH2:6][CH2:7][CH2:8][C:9]1[N:10]([CH3:14])[CH:11]=[CH:12][N:13]=1)=[O:16]. The catalyst class is: 19. Reactant: [OH:1][CH2:2][C@@H:3]([NH:17]C(=O)OCC1C=CC=CC=1)[C:4](=[O:16])[N:5]([CH3:15])[CH2:6][CH2:7][CH2:8][C:9]1[N:10]([CH3:14])[CH:11]=[CH:12][N:13]=1.